Dataset: NCI-60 drug combinations with 297,098 pairs across 59 cell lines. Task: Regression. Given two drug SMILES strings and cell line genomic features, predict the synergy score measuring deviation from expected non-interaction effect. (1) Drug 1: CC1CCC2CC(C(=CC=CC=CC(CC(C(=O)C(C(C(=CC(C(=O)CC(OC(=O)C3CCCCN3C(=O)C(=O)C1(O2)O)C(C)CC4CCC(C(C4)OC)OCCO)C)C)O)OC)C)C)C)OC. Drug 2: COC1=C2C(=CC3=C1OC=C3)C=CC(=O)O2. Cell line: SF-268. Synergy scores: CSS=5.69, Synergy_ZIP=-1.40, Synergy_Bliss=2.03, Synergy_Loewe=-18.7, Synergy_HSA=0.384. (2) Drug 1: CC12CCC(CC1=CCC3C2CCC4(C3CC=C4C5=CN=CC=C5)C)O. Drug 2: C1=CC(=CC=C1CCCC(=O)O)N(CCCl)CCCl. Cell line: A549. Synergy scores: CSS=23.8, Synergy_ZIP=-4.87, Synergy_Bliss=-2.69, Synergy_Loewe=-4.09, Synergy_HSA=-2.07. (3) Drug 1: CN(C)N=NC1=C(NC=N1)C(=O)N. Drug 2: CN1C2=C(C=C(C=C2)N(CCCl)CCCl)N=C1CCCC(=O)O.Cl. Cell line: MALME-3M. Synergy scores: CSS=9.88, Synergy_ZIP=0.892, Synergy_Bliss=5.54, Synergy_Loewe=0.678, Synergy_HSA=2.75. (4) Drug 1: CC(CN1CC(=O)NC(=O)C1)N2CC(=O)NC(=O)C2. Drug 2: C1=NNC2=C1C(=O)NC=N2. Cell line: BT-549. Synergy scores: CSS=5.89, Synergy_ZIP=-2.19, Synergy_Bliss=3.87, Synergy_Loewe=-5.68, Synergy_HSA=1.19. (5) Drug 1: CN(CC1=CN=C2C(=N1)C(=NC(=N2)N)N)C3=CC=C(C=C3)C(=O)NC(CCC(=O)O)C(=O)O. Drug 2: CC1=C(C(CCC1)(C)C)C=CC(=CC=CC(=CC(=O)O)C)C. Cell line: CCRF-CEM. Synergy scores: CSS=36.9, Synergy_ZIP=-1.44, Synergy_Bliss=-3.48, Synergy_Loewe=-35.6, Synergy_HSA=-8.46. (6) Drug 1: C(=O)(N)NO. Drug 2: CN1C2=C(C=C(C=C2)N(CCCl)CCCl)N=C1CCCC(=O)O.Cl. Cell line: NCIH23. Synergy scores: CSS=-0.141, Synergy_ZIP=-0.0962, Synergy_Bliss=-1.94, Synergy_Loewe=-2.59, Synergy_HSA=-4.68. (7) Drug 1: CC1=C(N=C(N=C1N)C(CC(=O)N)NCC(C(=O)N)N)C(=O)NC(C(C2=CN=CN2)OC3C(C(C(C(O3)CO)O)O)OC4C(C(C(C(O4)CO)O)OC(=O)N)O)C(=O)NC(C)C(C(C)C(=O)NC(C(C)O)C(=O)NCCC5=NC(=CS5)C6=NC(=CS6)C(=O)NCCC[S+](C)C)O. Drug 2: C(CCl)NC(=O)N(CCCl)N=O. Cell line: EKVX. Synergy scores: CSS=11.5, Synergy_ZIP=-2.00, Synergy_Bliss=0.0792, Synergy_Loewe=-0.748, Synergy_HSA=1.79. (8) Drug 1: CC1=C(C=C(C=C1)NC(=O)C2=CC=C(C=C2)CN3CCN(CC3)C)NC4=NC=CC(=N4)C5=CN=CC=C5. Drug 2: CS(=O)(=O)CCNCC1=CC=C(O1)C2=CC3=C(C=C2)N=CN=C3NC4=CC(=C(C=C4)OCC5=CC(=CC=C5)F)Cl. Cell line: HCT-15. Synergy scores: CSS=-1.01, Synergy_ZIP=2.47, Synergy_Bliss=0.882, Synergy_Loewe=-7.99, Synergy_HSA=-7.02. (9) Drug 1: CS(=O)(=O)C1=CC(=C(C=C1)C(=O)NC2=CC(=C(C=C2)Cl)C3=CC=CC=N3)Cl. Drug 2: CC(C)CN1C=NC2=C1C3=CC=CC=C3N=C2N. Cell line: HOP-62. Synergy scores: CSS=1.06, Synergy_ZIP=0.449, Synergy_Bliss=1.64, Synergy_Loewe=-2.10, Synergy_HSA=-2.34. (10) Drug 1: COC1=CC(=CC(=C1O)OC)C2C3C(COC3=O)C(C4=CC5=C(C=C24)OCO5)OC6C(C(C7C(O6)COC(O7)C8=CC=CS8)O)O. Drug 2: C#CCC(CC1=CN=C2C(=N1)C(=NC(=N2)N)N)C3=CC=C(C=C3)C(=O)NC(CCC(=O)O)C(=O)O. Cell line: SNB-75. Synergy scores: CSS=29.3, Synergy_ZIP=-7.31, Synergy_Bliss=0.821, Synergy_Loewe=0.750, Synergy_HSA=0.981.